This data is from NCI-60 drug combinations with 297,098 pairs across 59 cell lines. The task is: Regression. Given two drug SMILES strings and cell line genomic features, predict the synergy score measuring deviation from expected non-interaction effect. (1) Drug 1: CC(C1=C(C=CC(=C1Cl)F)Cl)OC2=C(N=CC(=C2)C3=CN(N=C3)C4CCNCC4)N. Drug 2: C(CC(=O)O)C(=O)CN.Cl. Cell line: RXF 393. Synergy scores: CSS=3.42, Synergy_ZIP=-1.59, Synergy_Bliss=-0.824, Synergy_Loewe=-0.0666, Synergy_HSA=-0.142. (2) Drug 1: CN(C)C1=NC(=NC(=N1)N(C)C)N(C)C. Drug 2: CN1C2=C(C=C(C=C2)N(CCCl)CCCl)N=C1CCCC(=O)O.Cl. Cell line: HS 578T. Synergy scores: CSS=-10.3, Synergy_ZIP=-1.11, Synergy_Bliss=-5.90, Synergy_Loewe=-18.9, Synergy_HSA=-12.7. (3) Drug 1: C1=CC(=CC=C1CC(C(=O)O)N)N(CCCl)CCCl.Cl. Drug 2: C(CC(=O)O)C(=O)CN.Cl. Cell line: CAKI-1. Synergy scores: CSS=17.4, Synergy_ZIP=-6.59, Synergy_Bliss=-2.29, Synergy_Loewe=-8.72, Synergy_HSA=-0.382. (4) Drug 1: C1=C(C(=O)NC(=O)N1)F. Drug 2: CC1=C(C(=CC=C1)Cl)NC(=O)C2=CN=C(S2)NC3=CC(=NC(=N3)C)N4CCN(CC4)CCO. Cell line: RPMI-8226. Synergy scores: CSS=69.3, Synergy_ZIP=-10.6, Synergy_Bliss=-21.0, Synergy_Loewe=-19.8, Synergy_HSA=-19.7.